This data is from Full USPTO retrosynthesis dataset with 1.9M reactions from patents (1976-2016). The task is: Predict the reactants needed to synthesize the given product. Given the product [CH3:11][N:12]([CH3:22])[CH:13]1[CH2:18][CH2:17][CH:16]([C:19]2[NH:6][C:4](=[O:5])[C:3]3[C:2](=[CH:10][CH:9]=[CH:8][CH:7]=3)[N:1]=2)[CH2:15][CH2:14]1, predict the reactants needed to synthesize it. The reactants are: [NH2:1][C:2]1[CH:10]=[CH:9][CH:8]=[CH:7][C:3]=1[C:4]([NH2:6])=[O:5].[CH3:11][N:12]([CH3:22])[CH:13]1[CH2:18][CH2:17][CH:16]([C:19](Cl)=O)[CH2:15][CH2:14]1.